This data is from Reaction yield outcomes from USPTO patents with 853,638 reactions. The task is: Predict the reaction yield, written as a fraction of the theoretical maximum amount of product (1.0 means a 100% yield; for example, 0.34 means a 34% yield). (1) The reactants are C([O:3][C:4]([C:6]1[N:7]([CH2:16][CH3:17])[N:8]=[CH:9][C:10]=1[C:11]([O:13][CH2:14][CH3:15])=[O:12])=[O:5])C.[OH-].[Na+]. No catalyst specified. The product is [CH2:14]([O:13][C:11]([C:10]1[CH:9]=[N:8][N:7]([CH2:16][CH3:17])[C:6]=1[C:4]([OH:5])=[O:3])=[O:12])[CH3:15]. The yield is 0.810. (2) The reactants are [Cl-].COC[P+](C1C=CC=CC=1)(C1C=CC=CC=1)C1C=CC=CC=1.[CH2:24]([O:26][CH2:27][CH3:28])C.C(O[K])(C)(C)C.[Br:35][C:36]1[C:45]2[C:40](=[CH:41][CH:42]=[CH:43][CH:44]=2)[C:39]([C:46]2[CH:51]=[CH:50][C:49]([Cl:52])=[CH:48][C:47]=2C=O)=[CH:38][CH:37]=1. The catalyst is C1COCC1.O. The product is [Br:35][C:36]1[C:45]2[C:40](=[CH:41][CH:42]=[CH:43][CH:44]=2)[C:39]([C:46]2[CH:47]=[CH:48][C:49]([Cl:52])=[CH:50][C:51]=2[CH:28]=[CH:27][O:26][CH3:24])=[CH:38][CH:37]=1. The yield is 0.990. (3) The reactants are N([C@:4]12[CH2:39][CH2:38][C@@H:37]([C:40]([CH3:42])=[CH2:41])[C@@H:5]1[C@@H:6]1[C@@:19]([CH3:22])([CH2:20][CH2:21]2)[C@@:18]2([CH3:23])[C@@H:9]([C@:10]3([CH3:36])[C@@H:15]([CH2:16][CH2:17]2)[C:14]([CH3:25])([CH3:24])[C:13]([C:26]2[CH:35]=[CH:34][C:29]([C:30]([O:32][CH3:33])=[O:31])=[CH:28][CH:27]=2)=[CH:12][CH2:11]3)[CH2:8][CH2:7]1)=C=O.[NH2:43][CH2:44][C:45]1([NH:48][C:49](=[O:55])[O:50][C:51]([CH3:54])([CH3:53])[CH3:52])[CH2:47][CH2:46]1. The catalyst is C1COCC1. The product is [C:51]([O:50][C:49]([NH:48][C:45]1([CH2:44][NH:43][C@:4]23[CH2:39][CH2:38][C@@H:37]([C:40]([CH3:42])=[CH2:41])[C@@H:5]2[C@@H:6]2[C@@:19]([CH3:22])([CH2:20][CH2:21]3)[C@@:18]3([CH3:23])[C@@H:9]([C@:10]4([CH3:36])[C@@H:15]([CH2:16][CH2:17]3)[C:14]([CH3:25])([CH3:24])[C:13]([C:26]3[CH:27]=[CH:28][C:29]([C:30]([O:32][CH3:33])=[O:31])=[CH:34][CH:35]=3)=[CH:12][CH2:11]4)[CH2:8][CH2:7]2)[CH2:46][CH2:47]1)=[O:55])([CH3:52])([CH3:54])[CH3:53]. The yield is 0.580.